Task: Predict the reaction yield, written as a fraction of the theoretical maximum amount of product (1.0 means a 100% yield; for example, 0.34 means a 34% yield).. Dataset: Reaction yield outcomes from USPTO patents with 853,638 reactions (1) The reactants are [C:1]([O:10]C)(=O)[C:2]1[C:3](=[CH:5][CH:6]=[CH:7][CH:8]=1)[SH:4].[C:12]([C:14]1[CH:19]=[CH:18][CH:17]=[CH:16][N:15]=1)#[N:13].C(N(CC)CC)C. The catalyst is C1(C)C=CC=CC=1. The product is [N:15]1[CH:16]=[CH:17][CH:18]=[CH:19][C:14]=1[C:12]1[S:4][C:3]2[CH:5]=[CH:6][CH:7]=[CH:8][C:2]=2[C:1](=[O:10])[N:13]=1. The yield is 0.434. (2) The reactants are CC([O:7][C:8]1[CH:13]=[C:12]([CH:14]2[CH2:19][CH2:18][CH2:17][N:16]([C:20](C3SC(C4C=CC(C(F)(F)F)=CC=4)=NC=3C)=[O:21])[CH2:15]2)[CH:11]=[CH:10][C:9]=1[CH3:38])(C)C(O)=O.C(=O)(O)[O-].[Na+].[CH2:44]([O:51]C(OC([O:51][CH2:44][C:45]1[CH:50]=[CH:49][CH:48]=[CH:47][CH:46]=1)=O)=O)[C:45]1[CH:50]=[CH:49][CH:48]=[CH:47][CH:46]=1. The catalyst is Br.O.O1CCCC1.C(OCC)C. The product is [CH2:44]([O:51][C:20]([N:16]1[CH2:17][CH2:18][CH2:19][CH:14]([C:12]2[CH:11]=[CH:10][C:9]([CH3:38])=[C:8]([OH:7])[CH:13]=2)[CH2:15]1)=[O:21])[C:45]1[CH:50]=[CH:49][CH:48]=[CH:47][CH:46]=1. The yield is 0.780. (3) The reactants are [Br:1][C:2]1[CH:3]=[C:4]([C:8]([C:13]2[CH:18]=[CH:17][CH:16]=[C:15]([Br:19])[CH:14]=2)([CH2:11][OH:12])[CH2:9][OH:10])[CH:5]=[CH:6][CH:7]=1.[CH3:20][S:21](Cl)(=[O:23])=[O:22].CCN(CC)CC. The catalyst is ClCCl. The product is [CH3:20][S:21]([O:12][CH2:11][C:8]([C:13]1[CH:18]=[CH:17][CH:16]=[C:15]([Br:19])[CH:14]=1)([C:4]1[CH:5]=[CH:6][CH:7]=[C:2]([Br:1])[CH:3]=1)[CH2:9][O:10][S:21]([CH3:20])(=[O:23])=[O:22])(=[O:23])=[O:22]. The yield is 0.380. (4) The reactants are [OH-].[K+].[Cl:3][C:4]1[C:9]2[N:10]=[C:11](N)[S:12][C:8]=2[CH:7]=[CH:6][CH:5]=1.Cl.C([CH2:17][O:18][C:19]1[C:20]([F:29])=[C:21]([C:26]([NH2:28])=[O:27])[C:22]([F:25])=[CH:23][CH:24]=1)#N. The catalyst is O.COCCO.CCO. The product is [Cl:3][C:4]1[C:9]2[N:10]=[C:11]([CH2:17][O:18][C:19]3[C:20]([F:29])=[C:21]([C:26]([NH2:28])=[O:27])[C:22]([F:25])=[CH:23][CH:24]=3)[S:12][C:8]=2[CH:7]=[CH:6][CH:5]=1. The yield is 0.250.